Dataset: Reaction yield outcomes from USPTO patents with 853,638 reactions. Task: Predict the reaction yield, written as a fraction of the theoretical maximum amount of product (1.0 means a 100% yield; for example, 0.34 means a 34% yield). (1) The reactants are [OH-].[Na+].[CH3:3][C:4]1[O:8][C:7]([C:9]2[CH:14]=[CH:13][CH:12]=[CH:11][CH:10]=2)=[N:6][C:5]=1[CH2:15][O:16][C:17]1[CH:18]=[C:19]([CH:39]=[CH:40][CH:41]=1)[CH2:20][O:21]/[N:22]=[C:23](/[C:33]1[CH:38]=[CH:37][CH:36]=[CH:35][CH:34]=1)\[CH2:24][CH2:25][CH2:26][CH2:27][C:28]([O:30]CC)=[O:29].CO.Cl. The catalyst is O1CCCC1. The product is [CH3:3][C:4]1[O:8][C:7]([C:9]2[CH:10]=[CH:11][CH:12]=[CH:13][CH:14]=2)=[N:6][C:5]=1[CH2:15][O:16][C:17]1[CH:18]=[C:19]([CH:39]=[CH:40][CH:41]=1)[CH2:20][O:21]/[N:22]=[C:23](/[C:33]1[CH:38]=[CH:37][CH:36]=[CH:35][CH:34]=1)\[CH2:24][CH2:25][CH2:26][CH2:27][C:28]([OH:30])=[O:29]. The yield is 0.880. (2) The product is [CH3:34][O:35][C:36]1[C:43]([O:44][CH3:45])=[C:42]([O:46][CH3:47])[CH:41]=[C:40]([CH3:48])[C:37]=1[CH:38]([C:15]1[C:16]([O:21][CH3:22])=[N:17][CH:18]=[C:19]([Cl:20])[C:14]=1[Cl:13])[OH:39]. The yield is 0.510. The catalyst is O1CCCC1.O. The reactants are C([Li])CCC.C(NC(C)C)(C)C.[Cl:13][C:14]1[C:19]([Cl:20])=[CH:18][N:17]=[C:16]([O:21][CH3:22])[CH:15]=1.ClC1C(Cl)=CN=C(OC)C=1[Li].[CH3:34][O:35][C:36]1[C:43]([O:44][CH3:45])=[C:42]([O:46][CH3:47])[CH:41]=[C:40]([CH3:48])[C:37]=1[CH:38]=[O:39].